This data is from Full USPTO retrosynthesis dataset with 1.9M reactions from patents (1976-2016). The task is: Predict the reactants needed to synthesize the given product. (1) Given the product [CH3:28][O:29][C:30]1[CH:31]=[CH:32][CH:33]=[C:34]2[C:38]=1[CH:37]([NH:39][C:40]1[CH:49]=[CH:48][C:47]3[C:42](=[CH:43][CH:44]=[C:45]([NH:50][C:1]([NH:14][CH:15]4[CH2:16][CH2:17][N:18]([C:21](=[O:27])[CH2:22][C:23]([F:24])([F:25])[F:26])[CH2:19][CH2:20]4)=[O:2])[CH:46]=3)[N:41]=1)[CH2:36][CH2:35]2, predict the reactants needed to synthesize it. The reactants are: [C:1](=O)(OC(Cl)(Cl)Cl)[O:2]C(Cl)(Cl)Cl.Cl.[NH2:14][CH:15]1[CH2:20][CH2:19][N:18]([C:21](=[O:27])[CH2:22][C:23]([F:26])([F:25])[F:24])[CH2:17][CH2:16]1.[CH3:28][O:29][C:30]1[CH:31]=[CH:32][CH:33]=[C:34]2[C:38]=1[CH:37]([NH:39][C:40]1[CH:49]=[CH:48][C:47]3[C:42](=[CH:43][CH:44]=[C:45]([NH2:50])[CH:46]=3)[N:41]=1)[CH2:36][CH2:35]2. (2) Given the product [O:31]=[C:29]1[C@@H:28]([NH:32][C:33](=[O:39])[O:34][C:35]([CH3:37])([CH3:36])[CH3:38])[CH2:27][CH2:26][S:25][C@H:17]2[CH2:11][CH2:16][CH2:15][C@@H:14]([CH:13]=[CH2:12])[N:30]12, predict the reactants needed to synthesize it. The reactants are: C[Si](C)(C)[N-][Si](C)(C)C.[K+].[C:11]1([CH3:17])[CH:16]=[CH:15][CH:14]=[CH:13][CH:12]=1.C([C@H]1[N:30]2[C@@H]([S:25][CH2:26][CH2:27][C@H:28]([NH:32][C:33](=[O:39])[O:34][C:35]([CH3:38])([CH3:37])[CH3:36])[C:29]2=[O:31])CCC1)=O.